Predict the product of the given reaction. From a dataset of Forward reaction prediction with 1.9M reactions from USPTO patents (1976-2016). (1) Given the reactants [CH3:1][C:2]1[N:7]=[C:6]([N:8]2[CH2:13][CH2:12][CH:11]([C:14]([OH:16])=O)[CH2:10][CH2:9]2)[CH:5]=[CH:4][CH:3]=1.C(Cl)(=O)C(Cl)=O.[F:23][C:24]1[CH:25]=[CH:26][C:27]2[NH:36][CH2:35][CH2:34][C:33]3[N:32]=[C:31]([N:37]4[CH2:42][CH2:41][O:40][CH2:39][CH2:38]4)[NH:30][C:29]=3[C:28]=2[CH:43]=1.C(N(CC)CC)C.C([O-])(O)=O.[Na+], predict the reaction product. The product is: [F:23][C:24]1[CH:25]=[CH:26][C:27]2[N:36]([C:14]([CH:11]3[CH2:10][CH2:9][N:8]([C:6]4[CH:5]=[CH:4][CH:3]=[C:2]([CH3:1])[N:7]=4)[CH2:13][CH2:12]3)=[O:16])[CH2:35][CH2:34][C:33]3[N:32]=[C:31]([N:37]4[CH2:42][CH2:41][O:40][CH2:39][CH2:38]4)[NH:30][C:29]=3[C:28]=2[CH:43]=1. (2) Given the reactants [F:1][C:2]([F:22])([F:21])[CH2:3][N:4]1[C:8]2[C:9]3[CH:10]=[CH:11][N:12]=[CH:13][C:14]=3[CH2:15][CH2:16][C:7]=2[C:6]([C:17]([O:19]C)=[O:18])=[CH:5]1.O.O.[Li], predict the reaction product. The product is: [F:22][C:2]([F:1])([F:21])[CH2:3][N:4]1[C:8]2[C:9]3[CH:10]=[CH:11][N:12]=[CH:13][C:14]=3[CH2:15][CH2:16][C:7]=2[C:6]([C:17]([OH:19])=[O:18])=[CH:5]1. (3) The product is: [CH3:1][O:2][C:3]1[CH:22]=[CH:21][C:6]2[N:7]([C:10]3[CH:19]=[CH:18][C:17]4[C:12](=[C:13]([O:20][S:30]([C:33]([F:36])([F:35])[F:34])(=[O:32])=[O:31])[CH:14]=[CH:15][CH:16]=4)[N:11]=3)[CH:8]=[N:9][C:5]=2[CH:4]=1. Given the reactants [CH3:1][O:2][C:3]1[CH:22]=[CH:21][C:6]2[N:7]([C:10]3[CH:19]=[CH:18][C:17]4[C:12](=[C:13]([OH:20])[CH:14]=[CH:15][CH:16]=4)[N:11]=3)[CH:8]=[N:9][C:5]=2[CH:4]=1.C1C=CC(N([S:30]([C:33]([F:36])([F:35])[F:34])(=[O:32])=[O:31])[S:30]([C:33]([F:36])([F:35])[F:34])(=[O:32])=[O:31])=CC=1.[H-].[Na+], predict the reaction product. (4) Given the reactants O[C@H:2]([CH2:22][CH3:23])[C@@H:3]([NH:7][C:8]([O:10][CH2:11][CH2:12][CH2:13][CH2:14][CH2:15][C:16]1[CH:21]=[CH:20][CH:19]=[CH:18][CH:17]=1)=[O:9])[C:4]([OH:6])=[O:5].O[C@@H](CC)[C@@H](NC(OCCCCCC1C=CC=CC=1)=O)C(O)=O.CCN(CC)CC.CN(C(ON1N=NC2C=CC=CC1=2)=[N+](C)C)C.[B-](F)(F)(F)F, predict the reaction product. The product is: [C:16]1([CH2:15][CH2:14][CH2:13][CH2:12][CH2:11][O:10][C:8](=[O:9])[NH:7][C@H:3]2[C:4](=[O:6])[O:5][C@@H:2]2[CH2:22][CH3:23])[CH:21]=[CH:20][CH:19]=[CH:18][CH:17]=1. (5) Given the reactants [F:1][C:2]([F:23])([F:22])[O:3][C:4]1[CH:5]=[C:6]2[C:14](=[CH:15][CH:16]=1)[NH:13][C:12]1[CH2:11][CH2:10][CH:9]([C:17]([O:19]CC)=[O:18])[CH2:8][C:7]2=1.[OH-].[Li+], predict the reaction product. The product is: [F:23][C:2]([F:1])([F:22])[O:3][C:4]1[CH:5]=[C:6]2[C:14](=[CH:15][CH:16]=1)[NH:13][C:12]1[CH2:11][CH2:10][CH:9]([C:17]([OH:19])=[O:18])[CH2:8][C:7]2=1. (6) Given the reactants Br[C:2]1[N:7]=[C:6]2[S:8][C:9]([N:11]=[C:12](SC)SC)=[N:10][C:5]2=[N:4][CH:3]=1.Cl.Cl.[NH2:19][CH2:20][C@@:21]1([OH:29])[CH:26]2[CH2:27][CH2:28][N:23]([CH2:24][CH2:25]2)[CH2:22]1.C(=O)([O-])[O-].[Cs+].[Cs+].[CH3:36][S-:37].[Na+], predict the reaction product. The product is: [CH3:36][S:37][C:2]1[N:7]=[C:6]2[S:8][C:9]([NH:11][C:12]3[O:29][C@:21]4([CH2:20][N:19]=3)[CH:26]3[CH2:25][CH2:24][N:23]([CH2:28][CH2:27]3)[CH2:22]4)=[N:10][C:5]2=[N:4][CH:3]=1. (7) Given the reactants [CH3:1][NH:2][C:3]([C:5]1[CH:10]=[C:9]([O:11][C:12]2[CH:17]=[CH:16][C:15]([NH:18][C:19]([NH:21][C:22]3[CH:27]=[C:26]([C:28]([F:31])([F:30])[F:29])[N:25]=[CH:24][N:23]=3)=[O:20])=[C:14](F)[CH:13]=2)[CH:8]=[CH:7][N:6]=1)=[O:4].CNC(C1C=C(OC2C=CC(N)=CC=2)C=CN=1)=O, predict the reaction product. The product is: [CH3:1][NH:2][C:3]([C:5]1[CH:10]=[C:9]([O:11][C:12]2[CH:13]=[CH:14][C:15]([NH:18][C:19]([NH:21][C:22]3[CH:27]=[C:26]([C:28]([F:31])([F:29])[F:30])[N:25]=[CH:24][N:23]=3)=[O:20])=[CH:16][CH:17]=2)[CH:8]=[CH:7][N:6]=1)=[O:4].